Predict the product of the given reaction. From a dataset of Forward reaction prediction with 1.9M reactions from USPTO patents (1976-2016). (1) Given the reactants [Li][CH2:2]CCC.[Br:6][C:7]1[CH:8]=[CH:9][C:10]([F:15])=[C:11]([CH:14]=1)[CH:12]=O, predict the reaction product. The product is: [Br:6][C:7]1[CH:8]=[CH:9][C:10]([F:15])=[C:11]([CH:12]=[CH2:2])[CH:14]=1. (2) Given the reactants [CH3:1][C:2]1[N:7]=[C:6]([C:8]2[CH:13]=[CH:12][CH:11]=[CH:10][C:9]=2[C:14]([F:17])([F:16])[F:15])[N:5]=[C:4]([NH:18][C:19]([C:21]2[N:22]([CH3:30])[N:23]=[C:24]([C:26]([CH3:29])([CH3:28])[CH3:27])[CH:25]=2)=[O:20])[C:3]=1[N+:31]([O-])=O.O.[Cl-].[NH4+], predict the reaction product. The product is: [NH2:31][C:3]1[C:4]([NH:18][C:19]([C:21]2[N:22]([CH3:30])[N:23]=[C:24]([C:26]([CH3:28])([CH3:27])[CH3:29])[CH:25]=2)=[O:20])=[N:5][C:6]([C:8]2[CH:13]=[CH:12][CH:11]=[CH:10][C:9]=2[C:14]([F:15])([F:17])[F:16])=[N:7][C:2]=1[CH3:1]. (3) Given the reactants [C:1]1([C:7]2[C:11]([C:12]([F:15])([F:14])[F:13])=[C:10]([C:16]3[S:17][C:18]4[C:28]5[C:23](=[CH:24][C:25]([OH:29])=[CH:26][CH:27]=5)[CH2:22][CH2:21][C:19]=4[N:20]=3)[O:9][N:8]=2)[CH:6]=[CH:5][CH:4]=[CH:3][CH:2]=1.[S:30](O[S:30]([C:33]([F:36])([F:35])[F:34])(=[O:32])=[O:31])([C:33]([F:36])([F:35])[F:34])(=[O:32])=[O:31], predict the reaction product. The product is: [F:34][C:33]([F:36])([F:35])[S:30]([O:29][C:25]1[CH:24]=[C:23]2[C:28](=[CH:27][CH:26]=1)[C:18]1[S:17][C:16]([C:10]3[O:9][N:8]=[C:7]([C:1]4[CH:6]=[CH:5][CH:4]=[CH:3][CH:2]=4)[C:11]=3[C:12]([F:15])([F:14])[F:13])=[N:20][C:19]=1[CH2:21][CH2:22]2)(=[O:32])=[O:31]. (4) The product is: [Cl:37][C:38]1[S:42][C:41]([S:43]([NH:46][C:47]([NH:15][CH:16]2[CH2:17][N:18]([C:20]3[C:33]([C:34]#[N:35])=[CH:32][C:23]([C:24]([O:26][CH2:27][C:28]([CH3:29])([CH3:30])[CH3:31])=[O:25])=[C:22]([CH3:36])[N:21]=3)[CH2:19]2)=[O:48])(=[O:45])=[O:44])=[CH:40][CH:39]=1. Given the reactants FC(F)(F)C(O)=O.FC(F)(F)C(O)=O.[NH2:15][CH:16]1[CH2:19][N:18]([C:20]2[C:33]([C:34]#[N:35])=[CH:32][C:23]([C:24]([O:26][CH2:27][C:28]([CH3:31])([CH3:30])[CH3:29])=[O:25])=[C:22]([CH3:36])[N:21]=2)[CH2:17]1.[Cl:37][C:38]1[S:42][C:41]([S:43]([NH:46][C:47](=O)[O:48]CC(Cl)(Cl)Cl)(=[O:45])=[O:44])=[CH:40][CH:39]=1.CCN(C(C)C)C(C)C.CCOC(C)=O, predict the reaction product. (5) Given the reactants [NH:1]1[CH2:6][CH2:5][CH:4]([NH:7][C:8](=[O:14])[O:9][C:10]([CH3:13])([CH3:12])[CH3:11])[CH2:3][CH2:2]1.[CH3:15][C:16]1[CH:21]=[CH:20][C:19]([CH2:22][CH2:23]O)=[CH:18][CH:17]=1.C(=O)([O-])[O-].[K+].[K+], predict the reaction product. The product is: [CH3:15][C:16]1[CH:21]=[CH:20][C:19]([CH2:22][CH2:23][N:1]2[CH2:2][CH2:3][CH:4]([NH:7][C:8](=[O:14])[O:9][C:10]([CH3:11])([CH3:13])[CH3:12])[CH2:5][CH2:6]2)=[CH:18][CH:17]=1. (6) Given the reactants [OH:1][C:2]1[CH:7]=[CH:6][C:5]([CH:8]=[CH:9][C:10]2[CH:15]=[CH:14][C:13]([N:16]([C:24]3[CH:29]=[CH:28][C:27]([CH3:30])=[CH:26][CH:25]=3)[C:17]3[CH:22]=[CH:21][C:20]([CH3:23])=[CH:19][CH:18]=3)=[CH:12][CH:11]=2)=[CH:4][CH:3]=1.C([O:36][CH2:37][CH:38]1[O:40][CH2:39]1)(=O)C(C)=C.[OH-].[Na+], predict the reaction product. The product is: [OH:36][CH2:37][CH:38]([OH:40])[CH2:39][O:1][C:2]1[CH:7]=[CH:6][C:5]([CH:8]=[CH:9][C:10]2[CH:15]=[CH:14][C:13]([N:16]([C:24]3[CH:25]=[CH:26][C:27]([CH3:30])=[CH:28][CH:29]=3)[C:17]3[CH:22]=[CH:21][C:20]([CH3:23])=[CH:19][CH:18]=3)=[CH:12][CH:11]=2)=[CH:4][CH:3]=1.